This data is from Peptide-MHC class I binding affinity with 185,985 pairs from IEDB/IMGT. The task is: Regression. Given a peptide amino acid sequence and an MHC pseudo amino acid sequence, predict their binding affinity value. This is MHC class I binding data. (1) The peptide sequence is LENDEDCAHW. The MHC is HLA-B44:03 with pseudo-sequence HLA-B44:03. The binding affinity (normalized) is 0.571. (2) The peptide sequence is VYDFAFRDL. The MHC is H-2-Kb with pseudo-sequence H-2-Kb. The binding affinity (normalized) is 0.211. (3) The peptide sequence is TGGFFRPW. The MHC is HLA-B27:05 with pseudo-sequence HLA-B27:05. The binding affinity (normalized) is 0.296. (4) The peptide sequence is NIYRLFTRCA. The MHC is HLA-A02:01 with pseudo-sequence HLA-A02:01. The binding affinity (normalized) is 0.381. (5) The MHC is HLA-A02:02 with pseudo-sequence HLA-A02:02. The binding affinity (normalized) is 0.735. The peptide sequence is ILSNTTKTL. (6) The peptide sequence is LLTACTIFY. The MHC is HLA-A11:01 with pseudo-sequence HLA-A11:01. The binding affinity (normalized) is 0.138. (7) The peptide sequence is HEEFTTNYL. The MHC is HLA-A69:01 with pseudo-sequence HLA-A69:01. The binding affinity (normalized) is 0.0847. (8) The peptide sequence is GTDAPCKIPF. The MHC is HLA-A01:01 with pseudo-sequence HLA-A01:01. The binding affinity (normalized) is 0.0103. (9) The binding affinity (normalized) is 0. The MHC is Patr-B0101 with pseudo-sequence Patr-B0101. The peptide sequence is AASCGGAVF. (10) The peptide sequence is LADTSLSGY. The MHC is HLA-B58:01 with pseudo-sequence HLA-B58:01. The binding affinity (normalized) is 0.401.